Dataset: Catalyst prediction with 721,799 reactions and 888 catalyst types from USPTO. Task: Predict which catalyst facilitates the given reaction. (1) Reactant: N#N.[CH2:3]([O:5][C:6](=[O:10])[C:7]([NH2:9])=[S:8])[CH3:4].[Cl:11][CH2:12][C:13]([CH2:15]Cl)=O.CC(=O)OCC. Product: [CH2:3]([O:5][C:6]([C:7]1[S:8][CH:15]=[C:13]([CH2:12][Cl:11])[N:9]=1)=[O:10])[CH3:4]. The catalyst class is: 11. (2) Reactant: [Br:1][C:2]1[CH:3]=[C:4]([Cl:12])[C:5]([OH:11])=[C:6]([C:8](=[O:10])[CH3:9])[CH:7]=1.CC1C=CC(S(O[CH2:24][C@@H:25]2[O:27][CH2:26]2)(=O)=O)=CC=1.C([O-])([O-])=O.[K+].[K+].O. Product: [Br:1][C:2]1[CH:3]=[C:4]([Cl:12])[C:5]([O:11][CH2:24][CH:25]2[CH2:26][O:27]2)=[C:6]([C:8](=[O:10])[CH3:9])[CH:7]=1. The catalyst class is: 31. (3) Reactant: [C:1]1([S:7]([O:10][CH2:11][C:12]([N:14]2[CH2:18][C@@H:17]([F:19])[CH2:16][C@H:15]2[C:20]([NH2:22])=O)=[O:13])(=[O:9])=[O:8])[CH:6]=[CH:5][CH:4]=[CH:3][CH:2]=1.C(N(CC)CC)C.FC(F)(F)C(OC(=O)C(F)(F)F)=O. Product: [C:1]1([S:7]([O:10][CH2:11][C:12]([N:14]2[CH2:18][C@@H:17]([F:19])[CH2:16][C@H:15]2[C:20]#[N:22])=[O:13])(=[O:9])=[O:8])[CH:2]=[CH:3][CH:4]=[CH:5][CH:6]=1. The catalyst class is: 10. (4) Reactant: [CH3:1][C:2]1([CH3:30])[C:10]2[CH:9]=[C:8]3[O:11][CH2:12][O:13][C:7]3=[CH:6][C:5]=2[C:4](=[O:14])[N:3]1[CH2:15][CH2:16][CH:17]1[CH2:22][CH2:21][N:20](C(OC(C)(C)C)=O)[CH2:19][CH2:18]1.C(O)C.[ClH:34]. Product: [ClH:34].[CH3:1][C:2]1([CH3:30])[C:10]2[CH:9]=[C:8]3[O:11][CH2:12][O:13][C:7]3=[CH:6][C:5]=2[C:4](=[O:14])[N:3]1[CH2:15][CH2:16][CH:17]1[CH2:22][CH2:21][NH:20][CH2:19][CH2:18]1. The catalyst class is: 13. (5) Reactant: [F:1][C:2]1[CH:7]=[CH:6][C:5]([C:8]2[C:9]([C:14]#[N:15])=[CH:10][CH:11]=[CH:12][CH:13]=2)=[CH:4][C:3]=1[N+:16]([O-])=O.O.O.[Sn](Cl)Cl. Product: [NH2:16][C:3]1[CH:4]=[C:5]([C:8]2[C:9]([C:14]#[N:15])=[CH:10][CH:11]=[CH:12][CH:13]=2)[CH:6]=[CH:7][C:2]=1[F:1]. The catalyst class is: 199. (6) Reactant: C([O:3][C:4](=[O:36])[CH2:5][S:6][C:7]1[S:11][C:10]([NH:12][C:13]([N:15]([CH:30]2[CH2:35][CH2:34][CH2:33][CH2:32][CH2:31]2)[C@H:16]2[CH2:21][CH2:20][C@H:19]([CH2:22][O:23][C:24]3[CH:29]=[CH:28][CH:27]=[CH:26][CH:25]=3)[CH2:18][CH2:17]2)=[O:14])=[N:9][CH:8]=1)C.[OH-].[Na+].Cl. The catalyst class is: 7. Product: [CH:30]1([N:15]([C@H:16]2[CH2:21][CH2:20][C@H:19]([CH2:22][O:23][C:24]3[CH:29]=[CH:28][CH:27]=[CH:26][CH:25]=3)[CH2:18][CH2:17]2)[C:13](=[O:14])[NH:12][C:10]2[S:11][C:7]([S:6][CH2:5][C:4]([OH:36])=[O:3])=[CH:8][N:9]=2)[CH2:31][CH2:32][CH2:33][CH2:34][CH2:35]1. (7) Reactant: [OH:1][C:2]([C:12]1[CH:17]=[CH:16][C:15]([O:18]CC2C=CC=CC=2)=[CH:14][CH:13]=1)([CH3:11])[CH2:3][NH:4][S:5]([CH:8]([CH3:10])[CH3:9])(=[O:7])=[O:6].[H][H]. Product: [OH:1][C:2]([C:12]1[CH:13]=[CH:14][C:15]([OH:18])=[CH:16][CH:17]=1)([CH3:11])[CH2:3][NH:4][S:5]([CH:8]([CH3:10])[CH3:9])(=[O:7])=[O:6]. The catalyst class is: 78. (8) Reactant: [NH:1]1[CH2:6][CH2:5][CH2:4][CH2:3][CH2:2]1.C(=O)([O-])[O-].[K+].[K+].[C:13]([NH:17][C:18]1[CH:23]=[C:22]([F:24])[N:21]=[C:20]([CH2:25]I)[N:19]=1)([CH3:16])([CH3:15])[CH3:14]. Product: [C:13]([NH:17][C:18]1[CH:23]=[C:22]([F:24])[N:21]=[C:20]([CH2:25][N:1]2[CH2:6][CH2:5][CH2:4][CH2:3][CH2:2]2)[N:19]=1)([CH3:16])([CH3:15])[CH3:14]. The catalyst class is: 47. (9) Reactant: [C:1]([OH:8])(=O)[C:2]#[C:3][CH2:4][CH2:5][CH3:6].[CH:9]1([NH2:12])[CH2:11][CH2:10]1.Cl.CN(C)CCCN=C=NCC.O.ON1C2C=CC=CC=2N=N1.Cl. Product: [CH:9]1([NH:12][C:1](=[O:8])[C:2]#[C:3][CH2:4][CH2:5][CH3:6])[CH2:11][CH2:10]1. The catalyst class is: 4.